Dataset: Forward reaction prediction with 1.9M reactions from USPTO patents (1976-2016). Task: Predict the product of the given reaction. (1) Given the reactants [Na].O[CH:3]=[C:4]1[CH2:8][CH2:7][O:6][C:5]1=[O:9].[Cl:10][C:11]1[CH:18]=[CH:17][C:14]([CH2:15][NH2:16])=[CH:13][CH:12]=1, predict the reaction product. The product is: [Cl:10][C:11]1[CH:18]=[CH:17][C:14]([CH2:15][NH:16][CH:3]=[C:4]2[CH2:8][CH2:7][O:6][C:5]2=[O:9])=[CH:13][CH:12]=1. (2) The product is: [C:1]([O:9][CH2:10][CH2:11][C@@H:12]1[C@@H:20]([O:21][C:22](=[O:26])[CH:23]([CH3:25])[CH3:24])[C@H:19]([CH3:27])[O:18][C:17](=[O:28])[C@@H:16]([NH:29][C:30](=[O:40])[C:31]2[C:36]([O:37][CH2:56][O:55][C:50](=[O:54])[CH:51]([CH3:53])[CH3:52])=[C:35]([O:38][CH3:39])[CH:34]=[CH:33][N:32]=2)[CH2:15][O:14][C:13]1=[O:41])(=[O:8])[C:2]1[CH:7]=[CH:6][CH:5]=[CH:4][CH:3]=1. Given the reactants [C:1]([O:9][CH2:10][CH2:11][C@@H:12]1[C@@H:20]([O:21][C:22](=[O:26])[CH:23]([CH3:25])[CH3:24])[C@H:19]([CH3:27])[O:18][C:17](=[O:28])[C@@H:16]([NH:29][C:30](=[O:40])[C:31]2[C:36]([OH:37])=[C:35]([O:38][CH3:39])[CH:34]=[CH:33][N:32]=2)[CH2:15][O:14][C:13]1=[O:41])(=[O:8])[C:2]1[CH:7]=[CH:6][CH:5]=[CH:4][CH:3]=1.C([O-])([O-])=O.[Na+].[Na+].[Na+].[I-].[C:50]([O:55][CH2:56]Cl)(=[O:54])[CH:51]([CH3:53])[CH3:52], predict the reaction product. (3) Given the reactants [CH2:1]([O:3][C:4](=[O:11])[CH2:5][C:6](=[O:10])[CH:7]([F:9])[F:8])[CH3:2].C(NC1C=CC(S([N:25]=[N+:26]=[N-])(=O)=O)=CC=1)(=O)C.CCN(CC)CC, predict the reaction product. The product is: [CH2:1]([O:3][C:4](=[O:11])[C:5](=[N+:25]=[N-:26])[C:6](=[O:10])[CH:7]([F:9])[F:8])[CH3:2]. (4) Given the reactants [NH2:1][CH2:2][C@@H:3]1[O:9][CH2:8][CH2:7][N:6]([C:10]([O:12][C:13]([CH3:16])([CH3:15])[CH3:14])=[O:11])[CH2:5][C@H:4]1[C:17]1[CH:22]=[CH:21][C:20]([Cl:23])=[C:19]([Cl:24])[CH:18]=1.C(N(CC)CC)C.[C:32]([O:35][CH2:36][C:37](Cl)=[O:38])(=O)C.O, predict the reaction product. The product is: [Cl:24][C:19]1[CH:18]=[C:17]([C@H:4]2[C@H:3]([CH2:2][NH:1][C:37](=[O:38])[CH2:36][O:35][CH3:32])[O:9][CH2:8][CH2:7][N:6]([C:10]([O:12][C:13]([CH3:16])([CH3:15])[CH3:14])=[O:11])[CH2:5]2)[CH:22]=[CH:21][C:20]=1[Cl:23]. (5) Given the reactants [C:1]([NH:4][C:5]1[C:10](=[O:11])[N:9]([CH2:12][C:13]([OH:15])=O)[C:8]([C:16]2[CH:21]=[CH:20][CH:19]=[CH:18][CH:17]=2)=[N:7][CH:6]=1)(=[O:3])[CH3:2].CN1CCOCC1.ClC(OCC)=O.Cl.[CH3:36][O:37][C:38](=[O:44])[C@H:39]([CH:41]([CH3:43])[CH3:42])[NH2:40], predict the reaction product. The product is: [C:1]([NH:4][C:5]1[C:10](=[O:11])[N:9]([CH2:12][C:13]([NH:40][C@@H:39]([CH:41]([CH3:43])[CH3:42])[C:38]([O:37][CH3:36])=[O:44])=[O:15])[C:8]([C:16]2[CH:21]=[CH:20][CH:19]=[CH:18][CH:17]=2)=[N:7][CH:6]=1)(=[O:3])[CH3:2]. (6) Given the reactants C(N(CC)CC)C.P(OC)(OC)OC.[F:15][C:16]([F:22])([F:21])[S:17](Cl)(=[O:19])=[O:18].[F:23][C:24]([F:58])([F:57])[C:25]1[CH:30]=[CH:29][C:28](/[CH:31]=[CH:32]/[C:33]2[O:34][CH:35]=[C:36]([CH2:38][O:39][C:40]3[CH:45]=[CH:44][C:43]([CH2:46][CH2:47][CH2:48][CH2:49][N:50]4[CH:54]=[CH:53][N:52]=[C:51]4[CH2:55]O)=[CH:42][CH:41]=3)[N:37]=2)=[CH:27][CH:26]=1, predict the reaction product. The product is: [F:57][C:24]([F:23])([F:58])[C:25]1[CH:30]=[CH:29][C:28](/[CH:31]=[CH:32]/[C:33]2[O:34][CH:35]=[C:36]([CH2:38][O:39][C:40]3[CH:45]=[CH:44][C:43]([CH2:46][CH2:47][CH2:48][CH2:49][N:50]4[CH:54]=[CH:53][N:52]=[C:51]4[CH2:55][S:17]([C:16]([F:22])([F:21])[F:15])(=[O:19])=[O:18])=[CH:42][CH:41]=3)[N:37]=2)=[CH:27][CH:26]=1. (7) Given the reactants [CH2:1]([S:3][C:4]1[CH:9]=[CH:8][CH:7]=[CH:6][C:5]=1B(O)O)[CH3:2].Cl[C:14]1[C:23]([CH3:24])=[N:22][C:21]2[C:16](=[CH:17][CH:18]=[C:19]([C:25]([F:28])([F:27])[F:26])[CH:20]=2)[N:15]=1.P([O-])([O-])([O-])=O.[K+].[K+].[K+].O1CCOCC1, predict the reaction product. The product is: [CH2:1]([S:3][C:4]1[CH:9]=[CH:8][CH:7]=[CH:6][C:5]=1[C:14]1[C:23]([CH3:24])=[N:22][C:21]2[C:16](=[CH:17][CH:18]=[C:19]([C:25]([F:26])([F:27])[F:28])[CH:20]=2)[N:15]=1)[CH3:2]. (8) Given the reactants Cl[C:2]1[CH:7]=[N:6][CH:5]=[C:4]([Cl:8])[N:3]=1.[OH:9][C:10]1[CH:11]=[CH:12][CH:13]=[C:14]2[C:18]=1[C:17](=[O:19])[CH2:16][CH2:15]2, predict the reaction product. The product is: [Cl:8][C:4]1[CH:5]=[N:6][CH:7]=[C:2]([O:9][C:10]2[CH:11]=[CH:12][CH:13]=[C:14]3[C:18]=2[C:17](=[O:19])[CH2:16][CH2:15]3)[N:3]=1. (9) Given the reactants [CH3:1][O:2][C:3]1[CH:8]=[C:7]([O:9][CH3:10])[CH:6]=[C:5]([O:11][C:12]2[CH:17]=[CH:16][C:15]([N+:18]([O-:20])=[O:19])=[CH:14][CH:13]=2)[C:4]=1[CH:21]=[N:22][OH:23].[C:24]([O:28][CH2:29][CH3:30])(=[O:27])[C:25]#[CH:26].[O-]Cl.[Na+], predict the reaction product. The product is: [CH3:1][O:2][C:3]1[CH:8]=[C:7]([O:9][CH3:10])[CH:6]=[C:5]([O:11][C:12]2[CH:13]=[CH:14][C:15]([N+:18]([O-:20])=[O:19])=[CH:16][CH:17]=2)[C:4]=1[C:21]1[CH:26]=[C:25]([C:24]([O:28][CH2:29][CH3:30])=[O:27])[O:23][N:22]=1.